Dataset: Full USPTO retrosynthesis dataset with 1.9M reactions from patents (1976-2016). Task: Predict the reactants needed to synthesize the given product. (1) Given the product [Cl:1][C:2]1[CH:29]=[C:28]([N:30]([CH2:34][CH3:35])[CH3:31])[CH:27]=[CH:26][C:3]=1[CH2:4][N:5]1[C:9]2=[N:10][C:11]([C:14](=[O:24])[NH:15][S:16]([CH2:19][CH2:20][CH2:21][CH2:22][CH3:23])(=[O:18])=[O:17])=[CH:12][CH:13]=[C:8]2[N:7]=[C:6]1[CH3:25], predict the reactants needed to synthesize it. The reactants are: [Cl:1][C:2]1[CH:29]=[C:28]([NH:30][CH3:31])[CH:27]=[CH:26][C:3]=1[CH2:4][N:5]1[C:9]2=[N:10][C:11]([C:14](=[O:24])[NH:15][S:16]([CH2:19][CH2:20][CH2:21][CH2:22][CH3:23])(=[O:18])=[O:17])=[CH:12][CH:13]=[C:8]2[N:7]=[C:6]1[CH3:25].CO.[CH:34](=O)[CH3:35].C([BH3-])#N.[Na+]. (2) Given the product [Cl:33][C:34]1[CH:35]=[CH:36][C:37]([S:40]([NH:43][C:44]([NH:3][CH:4]2[CH2:9][CH2:8][N:7]([C:10]3[C:20]([C:21]#[N:22])=[CH:19][C:13]([C:14]([O:16][CH2:17][CH3:18])=[O:15])=[C:12]([CH3:23])[N:11]=3)[CH2:6][CH2:5]2)=[O:45])(=[O:41])=[O:42])=[CH:38][CH:39]=1, predict the reactants needed to synthesize it. The reactants are: Cl.Cl.[NH2:3][CH:4]1[CH2:9][CH2:8][N:7]([C:10]2[C:20]([C:21]#[N:22])=[CH:19][C:13]([C:14]([O:16][CH2:17][CH3:18])=[O:15])=[C:12]([CH3:23])[N:11]=2)[CH2:6][CH2:5]1.CCN(C(C)C)C(C)C.[Cl:33][C:34]1[CH:39]=[CH:38][C:37]([S:40]([N:43]=[C:44]=[O:45])(=[O:42])=[O:41])=[CH:36][CH:35]=1.CCOC(C)=O. (3) Given the product [Cl:1][C:2]1[CH:7]=[C:6]([Cl:8])[N:5]=[C:4]([NH:9][CH3:10])[N:3]=1, predict the reactants needed to synthesize it. The reactants are: [Cl:1][C:2]1[CH:7]=[C:6]([Cl:8])[N:5]=[C:4]([NH:9][C:10](=O)C(F)(F)F)[N:3]=1.C(=O)([O-])[O-].[K+].[K+].IC. (4) Given the product [NH2:9][CH2:8][C:7]1[C:6](=[O:10])[CH:5]=[C:4]([CH3:11])[NH:3][C:2]=1[CH3:1], predict the reactants needed to synthesize it. The reactants are: [CH3:1][C:2]1[NH:3][C:4]([CH3:11])=[CH:5][C:6](=[O:10])[C:7]=1[C:8]#[N:9].N. (5) Given the product [CH2:1]([O:3][C:4](=[O:15])[CH2:5][C:6]1[CH:11]=[CH:10][C:9]([O:12][C@@H:17]([CH2:18][CH3:19])[CH3:16])=[C:8]([O:13][CH3:14])[CH:7]=1)[CH3:2], predict the reactants needed to synthesize it. The reactants are: [CH2:1]([O:3][C:4](=[O:15])[CH2:5][C:6]1[CH:11]=[CH:10][C:9]([OH:12])=[C:8]([O:13][CH3:14])[CH:7]=1)[CH3:2].[CH3:16][C@H:17](O)[CH2:18][CH3:19].C1C=CC(P(C2C=CC=CC=2)C2C=CC=CC=2)=CC=1. (6) The reactants are: [F:1][C:2]([F:27])([F:26])[C:3]1[CH:25]=[CH:24][CH:23]=[CH:22][C:4]=1[C:5]([NH:7][C:8]1[C:17]2[C:12](=[CH:13][CH:14]=[CH:15][CH:16]=2)[C:11]([S:18](Cl)(=[O:20])=[O:19])=[CH:10][CH:9]=1)=[O:6].[N:28]([CH:31]([CH3:33])C)=[C:29]=[O:30]. Given the product [C:29]([N:28]1[CH2:31][CH2:33][CH:5]([NH:7][S:18]([C:11]2[C:12]3[C:17](=[CH:16][CH:15]=[CH:14][CH:13]=3)[C:8]([NH:7][C:5](=[O:6])[C:4]3[CH:22]=[CH:23][CH:24]=[CH:25][C:3]=3[C:2]([F:27])([F:26])[F:1])=[CH:9][CH:10]=2)(=[O:20])=[O:19])[CH2:4][CH2:3]1)(=[O:30])[CH2:9][CH2:8][CH3:17], predict the reactants needed to synthesize it.